From a dataset of TCR-epitope binding with 47,182 pairs between 192 epitopes and 23,139 TCRs. Binary Classification. Given a T-cell receptor sequence (or CDR3 region) and an epitope sequence, predict whether binding occurs between them. The epitope is FADDLNQLTGY. The TCR CDR3 sequence is CASSPRVARDKDYGYTF. Result: 0 (the TCR does not bind to the epitope).